Dataset: Catalyst prediction with 721,799 reactions and 888 catalyst types from USPTO. Task: Predict which catalyst facilitates the given reaction. (1) Reactant: [C:1]([O:5][C:6]([NH:8]/[C:9](=[CH:14]\[C:15]([CH3:18])([CH3:17])[CH3:16])/[C:10]([O:12][CH3:13])=[O:11])=[O:7])([CH3:4])([CH3:3])[CH3:2].O1CCOCC1.[H][H]. Product: [CH3:13][O:12][C:10](=[O:11])[C@@H:9]([CH2:14][C:15]([CH3:18])([CH3:17])[CH3:16])[NH:8][C:6]([O:5][C:1]([CH3:2])([CH3:3])[CH3:4])=[O:7]. The catalyst class is: 8. (2) Reactant: [CH2:1]([O:3][C:4](=[O:12])[C:5]1[CH:10]=[CH:9][C:8]([NH2:11])=[CH:7][CH:6]=1)[CH3:2].C(N(CC)CC)C.[F:20][C:21]([F:38])([F:37])[C:22]1[CH:27]=[CH:26][C:25]([C:28]2[C:29]([C:34](Cl)=[O:35])=[CH:30][CH:31]=[CH:32][CH:33]=2)=[CH:24][CH:23]=1.FC(F)(F)C1C=CC(C2C(C(O)=O)=CC=CC=2)=CC=1. Product: [CH2:1]([O:3][C:4](=[O:12])[C:5]1[CH:10]=[CH:9][C:8]([NH:11][C:34]([C:29]2[C:28]([C:25]3[CH:26]=[CH:27][C:22]([C:21]([F:20])([F:37])[F:38])=[CH:23][CH:24]=3)=[CH:33][CH:32]=[CH:31][CH:30]=2)=[O:35])=[CH:7][CH:6]=1)[CH3:2]. The catalyst class is: 2. (3) Reactant: [Cl:1][CH2:2][CH:3]1[C:11]2[C:10]3[CH:12]=[CH:13][CH:14]=[CH:15][C:9]=3[CH:8]=[CH:7][C:6]=2[N:5]([C:16]([O:18]C(C)(C)C)=O)[CH2:4]1.Cl.[F:24][C:25]([F:36])([F:35])C(OC(=O)[C:25]([F:36])([F:35])[F:24])=O. Product: [Cl:1][CH2:2][CH:3]1[C:11]2[C:10]3[CH:12]=[CH:13][CH:14]=[CH:15][C:9]=3[CH:8]=[CH:7][C:6]=2[N:5]([C:16](=[O:18])[C:25]([F:36])([F:35])[F:24])[CH2:4]1. The catalyst class is: 38. (4) Product: [N:1]([CH2:20][C@@H:18]1[O:17][C:16](=[O:26])[N:15]([C:13]2[CH:12]=[CH:11][C:10]3[C:6]([CH3:5])=[N:7][O:8][C:9]=3[CH:14]=2)[CH2:19]1)=[N+:2]=[N-:3]. Reactant: [N-:1]=[N+:2]=[N-:3].[Na+].[CH3:5][C:6]1[C:10]2[CH:11]=[CH:12][C:13]([N:15]3[CH2:19][C@H:18]([CH2:20]OS(C)(=O)=O)[O:17][C:16]3=[O:26])=[CH:14][C:9]=2[O:8][N:7]=1.CCOC(C)=O.O. The catalyst class is: 3. (5) The catalyst class is: 18. Product: [N:20]1([C:2]2[S:3][C:4]3[C:10]([N+:11]([O-:13])=[O:12])=[CH:9][CH:8]=[CH:7][C:5]=3[N:6]=2)[CH2:25][CH2:24][O:23][CH2:22][CH2:21]1. Reactant: Br[C:2]1[S:3][C:4]2[C:10]([N+:11]([O-:13])=[O:12])=[CH:9][CH:8]=[CH:7][C:5]=2[N:6]=1.C(=O)([O-])[O-].[K+].[K+].[NH:20]1[CH2:25][CH2:24][O:23][CH2:22][CH2:21]1.